From a dataset of Catalyst prediction with 721,799 reactions and 888 catalyst types from USPTO. Predict which catalyst facilitates the given reaction. (1) Reactant: [C:1]([C:3]1[C:4]([F:25])=[C:5]([CH2:9][C:10]2[N:11]=[C:12]3[S:19][CH:18]=[C:17]([C:20]([NH:22][CH2:23][CH3:24])=[O:21])[N:13]3[C:14](=[O:16])[CH:15]=2)[CH:6]=[CH:7][CH:8]=1)#[N:2].[B-](F)(F)(F)[F:27].[B-](F)(F)(F)F.C1[N+]2(CCl)CC[N+](F)(CC2)C1. Product: [C:1]([C:3]1[C:4]([F:25])=[C:5]([CH2:9][C:10]2[N:11]=[C:12]3[S:19][CH:18]=[C:17]([C:20]([NH:22][CH2:23][CH3:24])=[O:21])[N:13]3[C:14](=[O:16])[C:15]=2[F:27])[CH:6]=[CH:7][CH:8]=1)#[N:2]. The catalyst class is: 23. (2) The catalyst class is: 3. Product: [Cl:1][C:2]1[C:7]([C:8]2[CH:13]=[CH:12][CH:11]=[C:10]([CH2:14][CH3:15])[CH:9]=2)=[C:6]([C@H:16]([O:30][CH2:35][CH2:34][NH:33][C:36]([O:38][CH3:39])=[O:37])[C@@H:17]2[CH2:22][CH2:21][CH2:20][N:19]([C:23]([O:25][C:26]([CH3:29])([CH3:28])[CH3:27])=[O:24])[CH2:18]2)[CH:5]=[CH:4][CH:3]=1. Reactant: [Cl:1][C:2]1[C:7]([C:8]2[CH:13]=[CH:12][CH:11]=[C:10]([CH2:14][CH3:15])[CH:9]=2)=[C:6]([C@H:16]([OH:30])[C@@H:17]2[CH2:22][CH2:21][CH2:20][N:19]([C:23]([O:25][C:26]([CH3:29])([CH3:28])[CH3:27])=[O:24])[CH2:18]2)[CH:5]=[CH:4][CH:3]=1.O1[CH2:35][CH2:34][N:33]([C:36]([O:38][CH3:39])=[O:37])S1(=O)=O.